From a dataset of Forward reaction prediction with 1.9M reactions from USPTO patents (1976-2016). Predict the product of the given reaction. (1) Given the reactants [CH3:1][C:2]([O:4][CH:5]([O:7][C:8](=[O:12])[CH:9]([CH3:11])[CH3:10])[CH3:6])=[S:3].FC(F)(F)[C@@H](C1C2C(C=C3C=1C=CC=C3)=CC=CC=2)O, predict the reaction product. The product is: [CH3:1][C:2]([O:4][C@@H:5]([O:7][C:8](=[O:12])[CH:9]([CH3:11])[CH3:10])[CH3:6])=[S:3]. (2) Given the reactants [F:1][C:2]1[CH:7]=[CH:6][C:5](I)=[CH:4][CH:3]=1.C([O-])(O)=O.[Na+].[CH2:14]([OH:17])[CH:15]=[CH2:16].O, predict the reaction product. The product is: [F:1][C:2]1[CH:7]=[CH:6][C:5]([CH2:16][CH2:15][CH:14]=[O:17])=[CH:4][CH:3]=1. (3) Given the reactants [Br:1][C:2]1[CH:3]=[C:4]([C:9]2[NH:13][N:12]=[N:11][N:10]=2)[CH:5]=[C:6]([Br:8])[CH:7]=1.[C:14]1([CH:20]([C:22]2[CH:27]=[CH:26][CH:25]=[CH:24][CH:23]=2)O)[CH:19]=[CH:18][CH:17]=[CH:16][CH:15]=1.CC1C=CC(S(O)(=O)=O)=CC=1.O, predict the reaction product. The product is: [CH:20]([N:11]1[N:12]=[N:13][C:9]([C:4]2[CH:5]=[C:6]([Br:8])[CH:7]=[C:2]([Br:1])[CH:3]=2)=[N:10]1)([C:14]1[CH:19]=[CH:18][CH:17]=[CH:16][CH:15]=1)[C:22]1[CH:27]=[CH:26][CH:25]=[CH:24][CH:23]=1. (4) Given the reactants [OH-].[K+].[CH3:3][O:4][C:5](=[O:34])[CH:6]([NH:15][C:16]1[CH:21]=[CH:20][CH:19]=[CH:18][C:17]=1[C:22](=[O:33])[C:23]1[CH:28]=[CH:27][C:26]([C:29]([CH3:32])([CH3:31])[CH3:30])=[CH:25][CH:24]=1)[CH2:7][C:8]1[CH:13]=[CH:12][C:11]([OH:14])=[CH:10][CH:9]=1.[Br:35][CH2:36][CH2:37]Br, predict the reaction product. The product is: [CH3:3][O:4][C:5](=[O:34])[CH:6]([NH:15][C:16]1[CH:21]=[CH:20][CH:19]=[CH:18][C:17]=1[C:22](=[O:33])[C:23]1[CH:28]=[CH:27][C:26]([C:29]([CH3:30])([CH3:31])[CH3:32])=[CH:25][CH:24]=1)[CH2:7][C:8]1[CH:9]=[CH:10][C:11]([O:14][CH2:37][CH2:36][Br:35])=[CH:12][CH:13]=1. (5) Given the reactants [F:1][C:2]([F:9])([CH3:8])/[CH:3]=[CH:4]/[C:5]([OH:7])=O.C(Cl)(=O)C(Cl)=O.Cl.Cl.[CH3:18][C:19]1[CH:24]=[CH:23][N:22]=[C:21]([NH:25][C@@H:26]2[CH2:31][CH2:30][CH2:29][NH:28][CH2:27]2)[CH:20]=1.C(N(C(C)C)C(C)C)C, predict the reaction product. The product is: [F:9][C:2]([F:1])([CH3:8])/[CH:3]=[CH:4]/[C:5]([N:28]1[CH2:29][CH2:30][CH2:31][C@@H:26]([NH:25][C:21]2[CH:20]=[C:19]([CH3:18])[CH:24]=[CH:23][N:22]=2)[CH2:27]1)=[O:7].